From a dataset of Full USPTO retrosynthesis dataset with 1.9M reactions from patents (1976-2016). Predict the reactants needed to synthesize the given product. (1) Given the product [CH2:20]1[C:29]2[C:24](=[CH:25][CH:26]=[CH:27][CH:28]=2)[CH2:23][CH2:22][N:21]1[C:2]1[N:7]=[CH:6][N:5]=[C:4]([NH:8][C:9]2[CH:10]=[C:11]([CH2:15][S:16]([NH2:19])(=[O:18])=[O:17])[CH:12]=[CH:13][CH:14]=2)[N:3]=1, predict the reactants needed to synthesize it. The reactants are: Cl[C:2]1[N:7]=[CH:6][N:5]=[C:4]([NH:8][C:9]2[CH:10]=[C:11]([CH2:15][S:16]([NH2:19])(=[O:18])=[O:17])[CH:12]=[CH:13][CH:14]=2)[N:3]=1.[CH2:20]1[C:29]2[C:24](=[CH:25][CH:26]=[CH:27][CH:28]=2)[CH2:23][CH2:22][NH:21]1. (2) Given the product [N+:12]([C:4]1[CH:5]=[C:6]2[C:10](=[CH:11][C:3]=1[OH:2])[NH:9][N:8]=[CH:7]2)([O-:14])=[O:13], predict the reactants needed to synthesize it. The reactants are: C[O:2][C:3]1[CH:11]=[C:10]2[C:6]([CH:7]=[N:8][NH:9]2)=[CH:5][C:4]=1[N+:12]([O-:14])=[O:13].ClCCl.[Cl-].[Cl-].[Cl-].[Al+3].O.